Dataset: Reaction yield outcomes from USPTO patents with 853,638 reactions. Task: Predict the reaction yield, written as a fraction of the theoretical maximum amount of product (1.0 means a 100% yield; for example, 0.34 means a 34% yield). (1) The reactants are [Cl:1][C:2]1[CH:3]=[C:4]([C@H:9]([O:23][CH2:24][C:25]#[N:26])[C@@H:10]2[CH2:15][CH2:14][CH2:13][N:12]([C:16]([O:18][C:19]([CH3:22])([CH3:21])[CH3:20])=[O:17])[CH2:11]2)[CH:5]=[CH:6][C:7]=1[F:8].S(C)C.CO. The catalyst is C1COCC1. The product is [NH2:26][CH2:25][CH2:24][O:23][C@@H:9]([C:4]1[CH:5]=[CH:6][C:7]([F:8])=[C:2]([Cl:1])[CH:3]=1)[C@@H:10]1[CH2:15][CH2:14][CH2:13][N:12]([C:16]([O:18][C:19]([CH3:22])([CH3:21])[CH3:20])=[O:17])[CH2:11]1. The yield is 0.870. (2) The reactants are [Cl:1][C:2]1[CH:3]=[N:4][C:5]2[C:6](=O)[NH:7][CH:8](OC)[CH:9]([F:12])[C:10]=2[CH:11]=1.P(Cl)(Cl)([Cl:18])=O. The catalyst is C(#N)C. The product is [Cl:1][C:2]1[CH:3]=[N:4][C:5]2[C:10]([CH:11]=1)=[C:9]([F:12])[CH:8]=[N:7][C:6]=2[Cl:18]. The yield is 0.790. (3) The reactants are [CH2:1]=[C:2]([CH2:6][C:7]([OH:9])=O)[C:3]([OH:5])=[O:4].[C:10]1([C@H:16]([NH2:18])[CH3:17])[CH:15]=[CH:14][CH:13]=[CH:12][CH:11]=1.O. The catalyst is CN1CCN(C)C1=O. The product is [O:9]=[C:7]1[N:18]([C@@H:16]([C:10]2[CH:15]=[CH:14][CH:13]=[CH:12][CH:11]=2)[CH3:17])[CH2:1][C@H:2]([C:3]([OH:5])=[O:4])[CH2:6]1. The yield is 0.300. (4) The reactants are [C:1]([NH2:5])([CH3:4])([CH3:3])[CH3:2].C(OC(C)C)(C)C.Cl[C:14]([C:16]([F:27])([F:26])[CH:17]([O:20][C:21](=[O:25])[C:22]([CH3:24])=[CH2:23])[CH2:18][CH3:19])=[O:15]. No catalyst specified. The product is [C:1]([NH:5][C:14]([C:16]([F:26])([F:27])[CH:17]([O:20][C:21](=[O:25])[C:22]([CH3:24])=[CH2:23])[CH2:18][CH3:19])=[O:15])([CH3:4])([CH3:3])[CH3:2]. The yield is 0.990. (5) The reactants are [F:1][CH:2]([F:38])[C:3]1[N:7]([C:8]2[N:13]=[C:12]([N:14]3[CH2:19][CH2:18][O:17][CH2:16][CH2:15]3)[N:11]=[C:10]([O:20][CH:21]3[CH2:26][CH2:25][NH:24][CH2:23][CH2:22]3)[N:9]=2)[C:6]2[CH:27]=[CH:28][CH:29]=[C:30]([O:31][CH2:32][CH2:33][CH2:34][N:35]([CH3:37])[CH3:36])[C:5]=2[N:4]=1.[Cl:39][CH2:40][S:41](Cl)(=[O:43])=[O:42]. No catalyst specified. The product is [Cl:39][CH2:40][S:41]([N:24]1[CH2:25][CH2:26][CH:21]([O:20][C:10]2[N:11]=[C:12]([N:14]3[CH2:19][CH2:18][O:17][CH2:16][CH2:15]3)[N:13]=[C:8]([N:7]3[C:6]4[CH:27]=[CH:28][CH:29]=[C:30]([O:31][CH2:32][CH2:33][CH2:34][N:35]([CH3:37])[CH3:36])[C:5]=4[N:4]=[C:3]3[CH:2]([F:1])[F:38])[N:9]=2)[CH2:22][CH2:23]1)(=[O:43])=[O:42]. The yield is 0.160. (6) The reactants are [Cl:1][C:2]1[CH:7]=[C:6](C2C=CN=C(Cl)C=2)[CH:5]=[C:4]([Cl:15])[C:3]=1[S:16]([NH:19][C:20]1[C:21]([CH3:27])=[N:22][N:23]([CH3:26])[C:24]=1[CH3:25])(=[O:18])=[O:17].[CH:28]([C:30]1[CH:31]=[C:32](B(O)O)[CH:33]=[CH:34][CH:35]=1)=[O:29].P([O-])([O-])([O-])=O.[K+].[K+].[K+].C(Cl)Cl. The catalyst is O=O.C1C=CC(P(C2C=CC=CC=2)[C-]2C=CC=C2)=CC=1.C1C=CC(P(C2C=CC=CC=2)[C-]2C=CC=C2)=CC=1.Cl[Pd]Cl.[Fe+2].O. The product is [CH3:26][N:23]1[C:24]([CH3:25])=[C:20]([NH:19][S:16]([C:3]2[C:4]([Cl:15])=[CH:5][C:6]([C:32]3[CH:33]=[CH:34][CH:35]=[C:30]([CH:28]=[O:29])[CH:31]=3)=[CH:7][C:2]=2[Cl:1])(=[O:18])=[O:17])[C:21]([CH3:27])=[N:22]1. The yield is 0.820. (7) The reactants are [NH2:1][C@@:2]([C:6]1[CH:15]=[CH:14][C:13]2[C:8](=[CH:9][CH:10]=[C:11]([O:20][CH:21]3[CH2:26][CH2:25][C:24]4([CH2:31][CH2:30][CH2:29][CH2:28][CH2:27]4)[CH2:23][CH2:22]3)[C:12]=2[C:16]([F:19])([F:18])[F:17])[CH:7]=1)([CH3:5])[CH2:3][OH:4].C(Cl)(Cl)Cl.C(=O)(O)[O-].[Na+].[C:41]([O:45][C:46](O[C:46]([O:45][C:41]([CH3:44])([CH3:43])[CH3:42])=[O:47])=[O:47])([CH3:44])([CH3:43])[CH3:42]. No catalyst specified. The product is [OH:4][CH2:3][C@:2]([NH:1][C:46](=[O:47])[O:45][C:41]([CH3:44])([CH3:43])[CH3:42])([C:6]1[CH:15]=[CH:14][C:13]2[C:8](=[CH:9][CH:10]=[C:11]([O:20][CH:21]3[CH2:26][CH2:25][C:24]4([CH2:31][CH2:30][CH2:29][CH2:28][CH2:27]4)[CH2:23][CH2:22]3)[C:12]=2[C:16]([F:18])([F:19])[F:17])[CH:7]=1)[CH3:5]. The yield is 0.720. (8) The reactants are [OH:1][C:2]1[CH:7]=[CH:6][C:5]([CH2:8][CH2:9][CH2:10][OH:11])=[CH:4][CH:3]=1.[OH-:12].[Na+].[CH2:14]([C:16]([CH3:18])=O)[CH3:15].Cl.C1[CH2:24][O:23]CC1. The catalyst is C(Cl)(Cl)Cl. The product is [CH3:18][C:16]([O:1][C:2]1[CH:3]=[CH:4][C:5]([CH2:8][CH2:9][CH2:10][OH:11])=[CH:6][CH:7]=1)([CH2:14][CH3:15])[C:24]([OH:23])=[O:12]. The yield is 0.430.